Task: Predict which catalyst facilitates the given reaction.. Dataset: Catalyst prediction with 721,799 reactions and 888 catalyst types from USPTO (1) Reactant: [F:1][C:2]1[CH:3]=[C:4]([CH:15]=[CH:16][CH:17]=1)[CH2:5][O:6][C:7]1[CH:14]=[CH:13][C:10]([CH2:11][NH2:12])=[CH:9][CH:8]=1.[S:18]1[C:22]2[CH:23]=[C:24]([C:27](O)=[O:28])[CH:25]=[CH:26][C:21]=2[N:20]=[CH:19]1.F[P-](F)(F)(F)(F)F.N1(O[P+](N(C)C)(N(C)C)N(C)C)C2C=CC=CC=2N=N1.C(N(CC)CC)C. Product: [F:1][C:2]1[CH:3]=[C:4]([CH:15]=[CH:16][CH:17]=1)[CH2:5][O:6][C:7]1[CH:14]=[CH:13][C:10]([CH2:11][NH:12][C:27]([C:24]2[CH:25]=[CH:26][C:21]3[N:20]=[CH:19][S:18][C:22]=3[CH:23]=2)=[O:28])=[CH:9][CH:8]=1. The catalyst class is: 253. (2) Reactant: C([O:8][N:9]1[C:14](=[O:15])[C:13]2[CH:16]=[C:17]([F:27])[C:18]([N:20]3[CH2:25][CH2:24][N:23]([CH3:26])[CH2:22][CH2:21]3)=[N:19][C:12]=2[N:11]([CH:28]2[CH2:30][CH2:29]2)[C:10]1=[O:31])C1C=CC=CC=1.C([Cl:35])(=O)C. Product: [ClH:35].[CH:28]1([N:11]2[C:12]3[N:19]=[C:18]([N:20]4[CH2:25][CH2:24][N:23]([CH3:26])[CH2:22][CH2:21]4)[C:17]([F:27])=[CH:16][C:13]=3[C:14](=[O:15])[N:9]([OH:8])[C:10]2=[O:31])[CH2:29][CH2:30]1. The catalyst class is: 19. (3) Reactant: [F:1][C:2]1[C:3]([CH2:23][N:24](C)[C:25](=O)OC(C)(C)C)=[CH:4][N:5]([S:14]([C:17]2[CH:22]=[CH:21][CH:20]=[CH:19][N:18]=2)(=[O:16])=[O:15])[C:6]=1[C:7]1[C:8]([F:13])=[N:9][CH:10]=[CH:11][CH:12]=1.C(OCC)(=O)C.[ClH:39]. Product: [ClH:39].[F:1][C:2]1[C:3]([CH2:23][NH:24][CH3:25])=[CH:4][N:5]([S:14]([C:17]2[CH:22]=[CH:21][CH:20]=[CH:19][N:18]=2)(=[O:16])=[O:15])[C:6]=1[C:7]1[C:8]([F:13])=[N:9][CH:10]=[CH:11][CH:12]=1. The catalyst class is: 336. (4) Reactant: [F:1][C:2]1[CH:3]=[C:4]([C:9]2([CH2:15][CH2:16][C:17]3[O:21][N:20]=[C:19]([C:22]4[CH:39]=[CH:38][C:25]([CH2:26][N:27]5[CH2:30][CH:29]([C:31]([O:33]C(C)(C)C)=[O:32])[CH2:28]5)=[CH:24][CH:23]=4)[N:18]=3)[CH2:14][CH2:13][CH2:12][CH2:11][CH2:10]2)[CH:5]=[CH:6][C:7]=1[F:8].[F:40][C:41]([F:46])([F:45])[C:42]([OH:44])=[O:43]. Product: [F:1][C:2]1[CH:3]=[C:4]([C:9]2([CH2:15][CH2:16][C:17]3[O:21][N:20]=[C:19]([C:22]4[CH:23]=[CH:24][C:25]([CH2:26][N:27]5[CH2:30][CH:29]([C:31]([OH:33])=[O:32])[CH2:28]5)=[CH:38][CH:39]=4)[N:18]=3)[CH2:10][CH2:11][CH2:12][CH2:13][CH2:14]2)[CH:5]=[CH:6][C:7]=1[F:8].[C:42]([OH:44])([C:41]([F:46])([F:45])[F:40])=[O:43]. The catalyst class is: 5.